From a dataset of Full USPTO retrosynthesis dataset with 1.9M reactions from patents (1976-2016). Predict the reactants needed to synthesize the given product. The reactants are: C[Al](C)C.[C:5]1([SH:11])[CH:10]=[CH:9][CH:8]=CC=1.[OH:12][CH:13]([CH3:18])[CH2:14][C:15]([O-:17])=[O:16].Cl. Given the product [S:11]1[CH:8]=[CH:9][CH:10]=[C:5]1[O:17][C:15](=[O:16])[CH2:14][CH:13]([OH:12])[CH3:18], predict the reactants needed to synthesize it.